This data is from Forward reaction prediction with 1.9M reactions from USPTO patents (1976-2016). The task is: Predict the product of the given reaction. Given the reactants O[CH2:2][CH:3]1[CH2:6][CH2:5][O:4]1.[C:7]1(=[O:17])[NH:11][C:10](=[O:12])[C:9]2=[CH:13][CH:14]=[CH:15][CH:16]=[C:8]12.C1(P(C2C=CC=CC=2)C2C=CC=CC=2)C=CC=CC=1.N(C(OC(C)C)=O)=NC(OC(C)C)=O, predict the reaction product. The product is: [O:4]1[CH2:5][CH2:6][CH:3]1[CH2:2][N:11]1[C:7](=[O:17])[C:8]2[C:9](=[CH:13][CH:14]=[CH:15][CH:16]=2)[C:10]1=[O:12].